Dataset: Forward reaction prediction with 1.9M reactions from USPTO patents (1976-2016). Task: Predict the product of the given reaction. Given the reactants [CH:1]1[C:13]2[NH:12][C:11]3[C:6](=[CH:7][CH:8]=[CH:9][CH:10]=3)[C:5]=2[CH:4]=[CH:3][CH:2]=1.[Br:14][C:15]1[CH:20]=[C:19](Br)[CH:18]=[C:17]([Br:22])[CH:16]=1.O.N1C2C(=CC=C3C=2N=CC=C3)C=CC=1.C(=O)([O-])[O-].[K+].[K+], predict the reaction product. The product is: [Br:14][C:15]1[CH:20]=[C:19]([N:12]2[C:11]3[CH:10]=[CH:9][CH:8]=[CH:7][C:6]=3[C:5]3[C:13]2=[CH:1][CH:2]=[CH:3][CH:4]=3)[CH:18]=[C:17]([Br:22])[CH:16]=1.